From a dataset of Forward reaction prediction with 1.9M reactions from USPTO patents (1976-2016). Predict the product of the given reaction. (1) The product is: [P:16]([CH2:15][C:10]1[CH:11]=[CH:12][CH:13]=[CH:14][N:9]=1)([OH:21])([OH:18])=[O:17]. Given the reactants C([N-]C(C)C)(C)C.[Li+].[N:9]1[CH:14]=[CH:13][CH:12]=[CH:11][C:10]=1[CH3:15].[P:16](Cl)([O:21]CC)([O:18]CC)=[O:17], predict the reaction product. (2) Given the reactants Cl.[CH3:2][S:3]([C:6]1[CH:11]=[CH:10][CH:9]=[C:8](N)[CH:7]=1)(=[O:5])=[O:4].[OH-].[Na+].C(Cl)Cl.N([O-])=[O:19].[Na+], predict the reaction product. The product is: [CH3:2][S:3]([C:6]1[CH:7]=[C:8]([OH:19])[CH:9]=[CH:10][CH:11]=1)(=[O:5])=[O:4]. (3) Given the reactants Br[C:2]1[CH:3]=[C:4]2[C:8](=[CH:9][C:10]=1[F:11])[NH:7][CH:6]=[CH:5]2.[CH3:12][N:13](C=O)C, predict the reaction product. The product is: [F:11][C:10]1[CH:9]=[C:8]2[C:4]([CH:5]=[CH:6][NH:7]2)=[CH:3][C:2]=1[C:12]#[N:13]. (4) Given the reactants C1(C)C=CC(S(O[CH:11]2[CH2:16][CH2:15][N:14]([C:17]3[CH:22]=[CH:21][C:20]([N:23]4[CH2:27][C@H:26]([CH2:28][NH:29][C:30](=[O:32])[CH3:31])[O:25][C:24]4=[O:33])=[CH:19][C:18]=3[F:34])[CH2:13][CH2:12]2)(=O)=O)=CC=1.[N:36]1([C:42](=[O:49])[CH2:43][C:44]2[N:45]=[N:46][NH:47][N:48]=2)[CH2:41][CH2:40][O:39][CH2:38][CH2:37]1.C([O-])([O-])=O.[K+].[K+], predict the reaction product. The product is: [O:39]1[CH2:38][CH2:37][N:36]([C:42]([CH2:43][C:44]2[N:48]([CH:11]3[CH2:16][CH2:15][N:14]([C:17]4[CH:22]=[CH:21][C:20]([N:23]5[CH2:27][C@H:26]([CH2:28][NH:29][C:30](=[O:32])[CH3:31])[O:25][C:24]5=[O:33])=[CH:19][C:18]=4[F:34])[CH2:13][CH2:12]3)[N:47]=[N:46][N:45]=2)=[O:49])[CH2:41][CH2:40]1. (5) Given the reactants [Br:1][C:2]1[CH:3]=[C:4]([C:8]2[C:9](=[O:23])[N:10]([CH3:22])[C:11](SC)=[N:12][C:13]=2[C:14]2[CH:19]=[CH:18][N:17]=[CH:16][CH:15]=2)[CH:5]=[CH:6][CH:7]=1.[O:24]1CCOCC1.[OH-].[Na+].Cl, predict the reaction product. The product is: [Br:1][C:2]1[CH:3]=[C:4]([C:8]2[C:9](=[O:23])[N:10]([CH3:22])[C:11]([OH:24])=[N:12][C:13]=2[C:14]2[CH:19]=[CH:18][N:17]=[CH:16][CH:15]=2)[CH:5]=[CH:6][CH:7]=1.